This data is from Full USPTO retrosynthesis dataset with 1.9M reactions from patents (1976-2016). The task is: Predict the reactants needed to synthesize the given product. (1) Given the product [CH2:1]([O:8][C:9]([N:11]1[CH2:15][CH:14]([O:16][CH3:23])[C:13]([CH3:22])([C:17]([O:19][CH2:20][CH3:21])=[O:18])[CH2:12]1)=[O:10])[C:2]1[CH:3]=[CH:4][CH:5]=[CH:6][CH:7]=1, predict the reactants needed to synthesize it. The reactants are: [CH2:1]([O:8][C:9]([N:11]1[CH2:15][CH:14]([OH:16])[C:13]([CH3:22])([C:17]([O:19][CH2:20][CH3:21])=[O:18])[CH2:12]1)=[O:10])[C:2]1[CH:7]=[CH:6][CH:5]=[CH:4][CH:3]=1.[CH3:23]I.[H-].[Na+]. (2) Given the product [CH3:1][O:2][C:3]1[C:8]([C:9]([NH:31][CH2:30][CH2:29][N:24]2[CH2:28][CH2:27][CH2:26][CH2:25]2)=[O:23])=[C:7]([NH:12][C:11]([C:13]2[C:22]3[C:21](=[CH:20][CH:19]=[CH:18][CH:17]=3)[CH:16]=[CH:15][CH:14]=2)=[O:10])[CH:6]=[CH:5][CH:4]=1, predict the reactants needed to synthesize it. The reactants are: [CH3:1][O:2][C:3]1[C:8]2[C:9](=[O:23])[O:10][C:11]([C:13]3[C:22]4[C:17](=[CH:18][CH:19]=[CH:20][CH:21]=4)[CH:16]=[CH:15][CH:14]=3)=[N:12][C:7]=2[CH:6]=[CH:5][CH:4]=1.[N:24]1([CH2:29][CH2:30][NH2:31])[CH2:28][CH2:27][CH2:26][CH2:25]1. (3) Given the product [F:11][C:12]([F:23])([F:22])[C:13]([NH:8][C:7]1[CH:9]=[C:3]([O:2][CH3:1])[CH:4]=[CH:5][C:6]=1[CH3:10])=[O:14], predict the reactants needed to synthesize it. The reactants are: [CH3:1][O:2][C:3]1[CH:4]=[CH:5][C:6]([CH3:10])=[C:7]([CH:9]=1)[NH2:8].[F:11][C:12]([F:23])([F:22])[C:13](O[C:13](=[O:14])[C:12]([F:23])([F:22])[F:11])=[O:14].O.C(=O)([O-])O.[Na+]. (4) Given the product [F:1][C:2]1[CH:3]=[C:4]([CH:10]([CH2:17][CH:18]2[CH2:19][CH2:20][O:21][CH2:22][CH2:23]2)[C:11](=[O:12])[CH:24]=[CH2:25])[CH:5]=[CH:6][C:7]=1[S:8][CH3:9], predict the reactants needed to synthesize it. The reactants are: [F:1][C:2]1[CH:3]=[C:4]([CH:10]([CH2:17][CH:18]2[CH2:23][CH2:22][O:21][CH2:20][CH2:19]2)[C:11](N(OC)C)=[O:12])[CH:5]=[CH:6][C:7]=1[S:8][CH3:9].[CH:24]([Mg]Br)=[CH2:25].Cl. (5) Given the product [Cl:13][C:14]1[CH:19]=[CH:18][C:17]([CH2:20][C:21]([OH:23])=[O:22])=[CH:16][C:15]=1[O:24][C:8]1[CH:9]=[CH:10][C:5]([S:2]([CH3:1])(=[O:4])=[O:3])=[CH:6][C:7]=1[F:12], predict the reactants needed to synthesize it. The reactants are: [CH3:1][S:2]([C:5]1[CH:10]=[CH:9][C:8](F)=[C:7]([F:12])[CH:6]=1)(=[O:4])=[O:3].[Cl:13][C:14]1[CH:19]=[CH:18][C:17]([CH2:20][C:21]([OH:23])=[O:22])=[CH:16][C:15]=1[OH:24].